Dataset: Experimentally validated miRNA-target interactions with 360,000+ pairs, plus equal number of negative samples. Task: Binary Classification. Given a miRNA mature sequence and a target amino acid sequence, predict their likelihood of interaction. (1) The miRNA is hsa-miR-4693-5p with sequence AUACUGUGAAUUUCACUGUCACA. The protein sequence of the target gene is MTQFLPPNLLALFAPRDPIPYLPPLEKLPHEKHHNQPYCGIAPYIREFEDPRDAPPPTRAETREERMERKRREKIERRQQEVETELKMWDPHNDPNAQGDAFKTLFVARVNYDTTESKLRREFEVYGPIKRIHMVYSKRSGKPRGYAFIEYEHERDMHSAYKHADGKKIDGRRVLVDVERGRTVKGWRPRRLGGGLGGTRRGGADVNIRHSGRDDTSRYDERPGPSPLPHRDRDRDRERERRERSRERDKERERRRSRSRDRRRRSRSRDKEERRRSRERSKDKDRDRKRRSSRSRERAR.... Result: 0 (no interaction). (2) The miRNA is hsa-miR-4523 with sequence GACCGAGAGGGCCUCGGCUGU. The protein sequence of the target gene is MTDGNLSTSMNGVALMGILDGRQGDSLQDLQHLSIKAAPRSLSVPEYGPSLKLGALEDRHSLQSVDSGIPTLEIGNPEPVPCSVVHVKRKQSESEIVPERAFQSACPLPSCTPSAPTCSEREQVVRKSSTFPRTGYDSVKLYSPTSKALSRSDNVSVCSVSSLGTELSTTLSVSNEDILDLMVTSNSSAIVTLENDDDPQFTDVTLSSINETSDLHQQDCVAETEEGRKLKLLHPFSHFFTRNLLARKQNARLDRQRDLGWKLFGKVPLRETAQKDSKKTQKEYEDKAGRPSRPPSPKQN.... Result: 0 (no interaction). (3) The miRNA is mmu-miR-346-5p with sequence UGUCUGCCCGAGUGCCUGCCUCU. The protein sequence of the target gene is MPAARVEYIAPWWVVWLHSVPHLGLRLQRVDSTFSPGDETYQESLLFLGVLAAIGLGLNLIFLTVYLVCTCCCRRDHTVQTKQQESCCVTWTAVVAGLLCCAAVGVGFYGNSETNDGMHQLIYSLDNANHTFSGMDELVSANTQRMKVDLEQHLARLSEIIAARGDYIQTLKFMQQMAGNVVSQLSGLPVWREVTTQLTKLSHQTAYVEYYRWLSYLLLFILDLVICLVTCLGLARRSKCLLASMLCCGILTLILSWASLAADAAAAVGTSDFCMAPDIYILNNTGSQINSEVTRYYLHC.... Result: 0 (no interaction).